From a dataset of Full USPTO retrosynthesis dataset with 1.9M reactions from patents (1976-2016). Predict the reactants needed to synthesize the given product. (1) Given the product [NH2:21][C:19]1[N:20]=[C:15]([N:11]2[CH2:10][C@@H:9]3[CH2:14][C@H:12]2[CH2:13][N:8]3[C:6](=[O:7])[CH2:39][O:38][C:37]2[CH:43]=[CH:44][C:34]([Cl:33])=[CH:35][CH:36]=2)[C:16]2[N:25]=[C:24]([C:26]3[CH:31]=[CH:30][C:29]([F:32])=[CH:28][CH:27]=3)[CH:23]=[CH:22][C:17]=2[N:18]=1, predict the reactants needed to synthesize it. The reactants are: C(O[C:6]([N:8]1[CH2:13][C@@H:12]2[CH2:14][C@H:9]1[CH2:10][N:11]2[C:15]1[C:16]2[N:25]=[C:24]([C:26]3[CH:31]=[CH:30][C:29]([F:32])=[CH:28][CH:27]=3)[CH:23]=[CH:22][C:17]=2[N:18]=[C:19]([NH2:21])[N:20]=1)=[O:7])(C)(C)C.[Cl:33][C:34]1[CH:44]=[CH:43][C:37]([O:38][CH2:39]C(Cl)=O)=[CH:36][CH:35]=1. (2) The reactants are: [Cl:1][C:2]1[C:11]2[C:6](=[CH:7][C:8]([OH:14])=[C:9]([O:12][CH3:13])[CH:10]=2)[N:5]=[CH:4][N:3]=1.[CH2:15]([N:18]1[CH2:23][CH2:22][N:21]([CH2:24][CH2:25][CH2:26]O)[CH2:20][CH2:19]1)[CH:16]=[CH2:17].N(C([O-])=O)=NC([O-])=O. Given the product [CH2:15]([N:18]1[CH2:19][CH2:20][N:21]([CH2:24][CH2:25][CH2:26][O:14][C:8]2[CH:7]=[C:6]3[C:11]([C:2]([Cl:1])=[N:3][CH:4]=[N:5]3)=[CH:10][C:9]=2[O:12][CH3:13])[CH2:22][CH2:23]1)[CH:16]=[CH2:17], predict the reactants needed to synthesize it. (3) The reactants are: [F:1][C:2]1[CH:38]=[CH:37][CH:36]=[C:35]([F:39])[C:3]=1[C:4]([NH:6][C:7]1[C:8]([C:21]2[NH:22][C:23]([C:28]3[CH:33]=[CH:32][C:31]([F:34])=[CH:30][CH:29]=3)=[C:24]([CH:26]=O)[N:25]=2)=[N:9][N:10]([CH2:12][C:13]2[CH:18]=[CH:17][C:16]([O:19][CH3:20])=[CH:15][CH:14]=2)[CH:11]=1)=[O:5].C(O[BH-](OC(=O)C)OC(=O)C)(=O)C.[Na+].C(O)(=O)C.[NH:58]1[CH2:63][CH2:62][O:61][CH2:60][CH2:59]1. Given the product [F:1][C:2]1[CH:38]=[CH:37][CH:36]=[C:35]([F:39])[C:3]=1[C:4]([NH:6][C:7]1[C:8]([C:21]2[NH:22][C:23]([C:28]3[CH:33]=[CH:32][C:31]([F:34])=[CH:30][CH:29]=3)=[C:24]([CH2:26][N:58]3[CH2:63][CH2:62][O:61][CH2:60][CH2:59]3)[N:25]=2)=[N:9][N:10]([CH2:12][C:13]2[CH:14]=[CH:15][C:16]([O:19][CH3:20])=[CH:17][CH:18]=2)[CH:11]=1)=[O:5], predict the reactants needed to synthesize it. (4) Given the product [Cl:29][C:30]1[CH:35]=[CH:34][CH:33]=[CH:32][C:31]=1[S:36]([NH:39][C:40]([NH:19][C:18]1[CH:17]=[CH:16][S:15][C:14]=1[C:9]1[N:10]([CH3:13])[C:11](=[O:12])[C:6]([OH:5])=[C:7]([C:20]([OH:22])=[O:21])[N:8]=1)=[O:41])(=[O:38])=[O:37], predict the reactants needed to synthesize it. The reactants are: CC(C)(C)C([O:5][C:6]1[C:11](=[O:12])[N:10]([CH3:13])[C:9]([C:14]2[S:15][CH:16]=[CH:17][C:18]=2[NH2:19])=[N:8][C:7]=1[C:20]([O:22]C)=[O:21])=O.C(#N)C.[Cl:29][C:30]1[CH:35]=[CH:34][CH:33]=[CH:32][C:31]=1[S:36]([N:39]=[C:40]=[O:41])(=[O:38])=[O:37].[OH-].[Na+]. (5) Given the product [O:17]1[CH2:21][CH2:20][C:19]([C:2]2[C:10]3[C:5](=[CH:6][N:7]=[C:8]([C:11]4[CH:12]=[N:13][CH:14]=[CH:15][CH:16]=4)[CH:9]=3)[NH:4][N:3]=2)=[CH:18]1, predict the reactants needed to synthesize it. The reactants are: I[C:2]1[C:10]2[C:5](=[CH:6][N:7]=[C:8]([C:11]3[CH:12]=[N:13][CH:14]=[CH:15][CH:16]=3)[CH:9]=2)[NH:4][N:3]=1.[O:17]1[CH2:21][CH2:20][C:19](B2OC(C)(C)C(C)(C)O2)=[CH:18]1. (6) Given the product [NH2:12][C:10]1[S:11][C:7]([C:5]2[CH:4]=[CH:3][N:37]=[C:35]([NH:34][C:31]3[CH:30]=[CH:29][C:28]([N:25]4[CH2:24][CH2:23][N:22]([C:19](=[O:21])[CH3:20])[CH2:27][CH2:26]4)=[CH:33][CH:32]=3)[N:36]=2)=[C:8]([CH3:17])[N:9]=1, predict the reactants needed to synthesize it. The reactants are: CN(C)[CH:3]=[CH:4][C:5]([C:7]1[S:11][C:10]([N:12]=CN(C)C)=[N:9][C:8]=1[CH3:17])=O.[C:19]([N:22]1[CH2:27][CH2:26][N:25]([C:28]2[CH:33]=[CH:32][C:31]([NH:34][C:35]([NH2:37])=[NH:36])=[CH:30][CH:29]=2)[CH2:24][CH2:23]1)(=[O:21])[CH3:20]. (7) Given the product [NH2:1][C:4]1[CH:5]=[CH:6][C:7]([O:8][CH2:9][CH2:10][O:11][C:12]2[CH:17]=[CH:16][CH:15]=[CH:14][C:13]=2[CH:18]([CH3:22])[C:19]([OH:21])=[O:20])=[CH:23][CH:24]=1, predict the reactants needed to synthesize it. The reactants are: [N+:1]([C:4]1[CH:24]=[CH:23][C:7]([O:8][CH2:9][CH2:10][O:11][C:12]2[CH:17]=[CH:16][CH:15]=[CH:14][C:13]=2[CH:18]([CH3:22])[C:19]([OH:21])=[O:20])=[CH:6][CH:5]=1)([O-])=O.[H][H]. (8) Given the product [ClH:30].[F:1][C:2]1[CH:3]=[C:4]([C@:13]2([NH2:23])[C:18]3=[N:19][CH:20]=[CH:21][CH:22]=[C:17]3[O:16][CH2:15][CH2:14]2)[CH:5]=[CH:6][C:7]=1[O:8][C:9]([F:12])([F:10])[F:11], predict the reactants needed to synthesize it. The reactants are: [F:1][C:2]1[CH:3]=[C:4]([C@:13]2([NH:23][S@@](C(C)(C)C)=O)[C:18]3=[N:19][CH:20]=[CH:21][CH:22]=[C:17]3[O:16][CH2:15][CH2:14]2)[CH:5]=[CH:6][C:7]=1[O:8][C:9]([F:12])([F:11])[F:10].[ClH:30].